This data is from Full USPTO retrosynthesis dataset with 1.9M reactions from patents (1976-2016). The task is: Predict the reactants needed to synthesize the given product. (1) Given the product [N:29]([C@@H:32]1[CH2:37][CH2:36][C@@H:35]([NH:38][C:25]([C:21]2[C:17]3[N:18]=[CH:19][N:20]=[C:15]([C:7]4[CH:8]=[C:9]([CH:12]([F:14])[F:13])[CH:10]=[CH:11][C:6]=4[O:5][CH2:4][CH:1]4[CH2:2][CH2:3]4)[C:16]=3[NH:23][C:22]=2[CH3:24])=[O:26])[C@H:34]([F:39])[CH2:33]1)=[N+:30]=[N-:31], predict the reactants needed to synthesize it. The reactants are: [CH:1]1([CH2:4][O:5][C:6]2[CH:11]=[CH:10][C:9]([CH:12]([F:14])[F:13])=[CH:8][C:7]=2[C:15]2[C:16]3[NH:23][C:22]([CH3:24])=[C:21]([C:25](O)=[O:26])[C:17]=3[N:18]=[CH:19][N:20]=2)[CH2:3][CH2:2]1.Cl.[N:29]([C@H:32]1[CH2:37][CH2:36][C@H:35]([NH2:38])[C@@H:34]([F:39])[CH2:33]1)=[N+:30]=[N-:31]. (2) Given the product [Cl:39][C:40]1[CH:45]=[CH:44][C:43]([C:46]([CH:6]2[CH2:7][CH2:8][N:9]([S:12]([C:15]3[C:16]([CH3:22])=[N:17][N:18]([CH3:21])[C:19]=3[CH3:20])(=[O:13])=[O:14])[CH2:10][CH2:11]2)=[O:47])=[CH:42][CH:41]=1, predict the reactants needed to synthesize it. The reactants are: ClC1C=C(C=CC=1Cl)O[CH:6]1[CH2:11][CH2:10][N:9]([S:12]([C:15]2[C:16]([CH3:22])=[N:17][N:18]([CH3:21])[C:19]=2[CH3:20])(=[O:14])=[O:13])[CH2:8][CH2:7]1.CN1C(C)=C(S(Cl)(=O)=O)C(C)=N1.[Cl:39][C:40]1[CH:45]=[CH:44][C:43]([C:46](C2CCNCC2)=[O:47])=[CH:42][CH:41]=1. (3) Given the product [C:40]([O:39][C:38](=[O:44])[NH:37][C@@H:32]1[CH2:31][CH2:36][CH2:35][CH2:34][C@@H:33]1[O:10][C:5]1[CH:4]=[CH:3][C:2]([Br:1])=[CH:9][C:6]=1[C:7]#[N:8])([CH3:43])([CH3:41])[CH3:42], predict the reactants needed to synthesize it. The reactants are: [Br:1][C:2]1[CH:3]=[CH:4][C:5]([OH:10])=[C:6]([CH:9]=1)[C:7]#[N:8].C1(P(C2C=CC=CC=2)C2C=CC=CC=2)C=CC=CC=1.O[C@@H:31]1[CH2:36][CH2:35][CH2:34][CH2:33][C@H:32]1[NH:37][C:38](=[O:44])[O:39][C:40]([CH3:43])([CH3:42])[CH3:41].N(C(OCC)=O)=NC(OCC)=O. (4) Given the product [N+:1]([C:4]1[N:5]([CH2:9][C:10]([NH:32][CH2:29][CH:30]=[CH2:31])=[O:12])[CH:6]=[CH:7][N:8]=1)([O-:3])=[O:2], predict the reactants needed to synthesize it. The reactants are: [N+:1]([C:4]1[N:5]([CH2:9][C:10]([OH:12])=O)[CH:6]=[CH:7][N:8]=1)([O-:3])=[O:2].CN1CCOCC1.ClC(OCC(C)C)=O.Cl.[CH2:29]([NH2:32])[CH:30]=[CH2:31].